This data is from Full USPTO retrosynthesis dataset with 1.9M reactions from patents (1976-2016). The task is: Predict the reactants needed to synthesize the given product. The reactants are: [F:1][C:2]1[CH:7]=[C:6]([F:8])[CH:5]=[CH:4][C:3]=1[C@:9]12[CH2:18][O:17][C@@H:16]([C:19]3[O:20][CH:21]=[CH:22][N:23]=3)[CH2:15][C@H:14]1[CH2:13][S:12][C:11]([NH:24]C(=O)C1C=CC=CC=1)=[N:10]2. Given the product [F:1][C:2]1[CH:7]=[C:6]([F:8])[CH:5]=[CH:4][C:3]=1[C@:9]12[CH2:18][O:17][C@@H:16]([C:19]3[O:20][CH:21]=[CH:22][N:23]=3)[CH2:15][C@H:14]1[CH2:13][S:12][C:11]([NH2:24])=[N:10]2, predict the reactants needed to synthesize it.